From a dataset of NCI-60 drug combinations with 297,098 pairs across 59 cell lines. Regression. Given two drug SMILES strings and cell line genomic features, predict the synergy score measuring deviation from expected non-interaction effect. (1) Drug 1: CC(C1=C(C=CC(=C1Cl)F)Cl)OC2=C(N=CC(=C2)C3=CN(N=C3)C4CCNCC4)N. Drug 2: C(CN)CNCCSP(=O)(O)O. Cell line: SF-268. Synergy scores: CSS=8.28, Synergy_ZIP=2.12, Synergy_Bliss=4.34, Synergy_Loewe=-2.93, Synergy_HSA=0.904. (2) Drug 1: C1CC(C1)(C(=O)O)C(=O)O.[NH2-].[NH2-].[Pt+2]. Drug 2: C1CNP(=O)(OC1)N(CCCl)CCCl. Cell line: EKVX. Synergy scores: CSS=8.68, Synergy_ZIP=-3.30, Synergy_Bliss=-0.463, Synergy_Loewe=-3.02, Synergy_HSA=0.228. (3) Drug 1: CCCCCOC(=O)NC1=NC(=O)N(C=C1F)C2C(C(C(O2)C)O)O. Drug 2: C(CCl)NC(=O)N(CCCl)N=O. Cell line: SF-268. Synergy scores: CSS=7.00, Synergy_ZIP=-3.70, Synergy_Bliss=-6.74, Synergy_Loewe=-17.7, Synergy_HSA=-5.78. (4) Drug 1: CC1C(C(=O)NC(C(=O)N2CCCC2C(=O)N(CC(=O)N(C(C(=O)O1)C(C)C)C)C)C(C)C)NC(=O)C3=C4C(=C(C=C3)C)OC5=C(C(=O)C(=C(C5=N4)C(=O)NC6C(OC(=O)C(N(C(=O)CN(C(=O)C7CCCN7C(=O)C(NC6=O)C(C)C)C)C)C(C)C)C)N)C. Drug 2: CC1CCC2CC(C(=CC=CC=CC(CC(C(=O)C(C(C(=CC(C(=O)CC(OC(=O)C3CCCCN3C(=O)C(=O)C1(O2)O)C(C)CC4CCC(C(C4)OC)O)C)C)O)OC)C)C)C)OC. Cell line: NCI-H460. Synergy scores: CSS=-3.07, Synergy_ZIP=2.05, Synergy_Bliss=1.59, Synergy_Loewe=-3.03, Synergy_HSA=-2.77. (5) Drug 1: CC1=C(N=C(N=C1N)C(CC(=O)N)NCC(C(=O)N)N)C(=O)NC(C(C2=CN=CN2)OC3C(C(C(C(O3)CO)O)O)OC4C(C(C(C(O4)CO)O)OC(=O)N)O)C(=O)NC(C)C(C(C)C(=O)NC(C(C)O)C(=O)NCCC5=NC(=CS5)C6=NC(=CS6)C(=O)NCCC[S+](C)C)O. Drug 2: CS(=O)(=O)OCCCCOS(=O)(=O)C. Cell line: HOP-92. Synergy scores: CSS=8.48, Synergy_ZIP=-6.93, Synergy_Bliss=0.730, Synergy_Loewe=-20.9, Synergy_HSA=-1.08.